Dataset: Reaction yield outcomes from USPTO patents with 853,638 reactions. Task: Predict the reaction yield, written as a fraction of the theoretical maximum amount of product (1.0 means a 100% yield; for example, 0.34 means a 34% yield). (1) The reactants are F[C:2]1[CH:7]=[CH:6][C:5]([C:8]2[CH:13]=[CH:12][N+:11]([O-:14])=[CH:10][CH:9]=2)=[CH:4][C:3]=1[C:15]([F:18])([F:17])[F:16].[C:19](=O)([O-])[O-].[Cs+].[Cs+].C([C:28]1[CH:33]=[CH:32][CH:31]=[CH:30][C:29]=1[SH:34])(C)C.[CH3:35][C:36](N(C)C)=O. No catalyst specified. The product is [CH:36]([C:4]1[C:3]([C:15]([F:18])([F:17])[F:16])=[C:2]([S:34][C:29]2[CH:30]=[CH:31][CH:32]=[CH:33][CH:28]=2)[CH:7]=[CH:6][C:5]=1[C:8]1[CH:13]=[CH:12][N+:11]([O-:14])=[CH:10][CH:9]=1)([CH3:35])[CH3:19]. The yield is 0.840. (2) The reactants are [CH3:1][N:2]1[CH2:7][CH2:6][CH:5]([O:8][C:9]([C:11]2([NH:20][C:21](OC(C)(C)C)=O)[C:19]3[C:14](=[CH:15][CH:16]=[CH:17][CH:18]=3)[CH2:13][CH2:12]2)=[O:10])[CH2:4][CH2:3]1.O1CCOCC1.C([C:36]1[S:40][C:39]([C:41]([O:43][C@H:44]([C:55]2[CH:60]=[CH:59][C:58]([O:61][CH3:62])=[C:57]([O:63][CH3:64])[CH:56]=2)[CH2:45][C:46]2[C:51]([Cl:52])=[CH:50][N+:49]([O-:53])=[CH:48][C:47]=2[Cl:54])=[O:42])=[CH:38][CH:37]=1)=O.C(O)(=O)C.C(O[BH-](OC(=O)C)OC(=O)C)(=O)C.[Na+]. The catalyst is Cl.C(#N)C. The product is [CH3:1][N:2]1[CH2:7][CH2:6][CH:5]([O:8][C:9]([C:11]2([NH:20][CH2:21][C:36]3[S:40][C:39]([C:41]([O:43][C@H:44]([C:55]4[CH:60]=[CH:59][C:58]([O:61][CH3:62])=[C:57]([O:63][CH3:64])[CH:56]=4)[CH2:45][C:46]4[C:47]([Cl:54])=[CH:48][N+:49]([O-:53])=[CH:50][C:51]=4[Cl:52])=[O:42])=[CH:38][CH:37]=3)[C:19]3[C:14](=[CH:15][CH:16]=[CH:17][CH:18]=3)[CH2:13][CH2:12]2)=[O:10])[CH2:4][CH2:3]1. The yield is 0.260. (3) The reactants are C([NH:4][C@@H:5]1[C@@H:11]([OH:12])[C@H:10]([OH:13])[C@@H:9]([CH2:14][OH:15])[O:8][CH:6]1[OH:7])(=O)C.[ClH:16]. The catalyst is O. The product is [ClH:16].[OH:7][CH:6]1[O:8][C@H:9]([CH2:14][OH:15])[C@@H:10]([OH:13])[C@H:11]([OH:12])[C@H:5]1[NH2:4]. The yield is 0.860. (4) The reactants are Cl.[NH2:2][OH:3].[C:4]([C:8]1[CH:9]=[C:10]([C:17]2[CH:18]=[N:19][C:20]([C:23]([F:26])([F:25])[F:24])=[CH:21][CH:22]=2)[C:11]([OH:16])=[C:12]([CH:15]=1)[CH:13]=O)([CH3:7])([CH3:6])[CH3:5].C([O-])(=O)C.[Na+]. The catalyst is C(O)C. The product is [C:4]([C:8]1[CH:9]=[C:10]([C:17]2[CH:18]=[N:19][C:20]([C:23]([F:26])([F:25])[F:24])=[CH:21][CH:22]=2)[C:11]([OH:16])=[C:12]([CH:15]=1)[CH:13]=[N:2][OH:3])([CH3:7])([CH3:6])[CH3:5]. The yield is 0.830. (5) The reactants are [CH2:1]([C@H:8]([NH:40]C(=O)OC(C)(C)C)[CH2:9][C@H:10]([OH:39])[C@@H:11]([NH:26][C:27](=[O:38])[C@@H:28]([NH:33][C:34]([O:36][CH3:37])=[O:35])[C:29]([CH3:32])([CH3:31])[CH3:30])[CH2:12][C:13]1[CH:18]=[CH:17][C:16]([C:19]2[CH:24]=[CH:23][C:22]([CH3:25])=[CH:21][N:20]=2)=[CH:15][CH:14]=1)[C:2]1[CH:7]=[CH:6][CH:5]=[CH:4][CH:3]=1.FC(F)(F)C(O)=O. The catalyst is ClCCl. The product is [NH2:40][C@@H:8]([CH2:1][C:2]1[CH:3]=[CH:4][CH:5]=[CH:6][CH:7]=1)[CH2:9][C@H:10]([OH:39])[C@@H:11]([NH:26][C:27]([C@@H:28]([NH:33][C:34](=[O:35])[O:36][CH3:37])[C:29]([CH3:30])([CH3:32])[CH3:31])=[O:38])[CH2:12][C:13]1[CH:18]=[CH:17][C:16]([C:19]2[CH:24]=[CH:23][C:22]([CH3:25])=[CH:21][N:20]=2)=[CH:15][CH:14]=1. The yield is 0.420. (6) The reactants are [CH3:1][O:2][C:3]1[CH:4]=[CH:5][C:6]([CH2:10][CH2:11][CH2:12][S:13][CH3:14])=[C:7]([CH:9]=1)[NH2:8].[C:15](O[C:15]([O:17][C:18]([CH3:21])([CH3:20])[CH3:19])=[O:16])([O:17][C:18]([CH3:21])([CH3:20])[CH3:19])=[O:16]. The catalyst is C1COCC1. The product is [CH3:1][O:2][C:3]1[CH:4]=[CH:5][C:6]([CH2:10][CH2:11][CH2:12][S:13][CH3:14])=[C:7]([NH:8][C:15](=[O:16])[O:17][C:18]([CH3:21])([CH3:20])[CH3:19])[CH:9]=1. The yield is 0.900. (7) The reactants are [CH2:1]([Li])CCC.[CH2:6]([N:8]1[C:17]2[C:12](=[CH:13][C:14]([CH3:32])=[C:15]([C:18]3[CH:19]=[C:20]([CH:23]=[CH:24][C:25]=3[O:26][CH2:27][C:28]([F:31])([F:30])[F:29])[CH:21]=O)[CH:16]=2)[C:11]([CH3:34])([CH3:33])[CH2:10][C:9]1=[O:35])[CH3:7]. The catalyst is [Br-].C[P+](C1C=CC=CC=1)(C1C=CC=CC=1)C1C=CC=CC=1.C1COCC1. The product is [CH2:6]([N:8]1[C:17]2[C:12](=[CH:13][C:14]([CH3:32])=[C:15]([C:18]3[CH:19]=[C:20]([CH:21]=[CH2:1])[CH:23]=[CH:24][C:25]=3[O:26][CH2:27][C:28]([F:30])([F:31])[F:29])[CH:16]=2)[C:11]([CH3:34])([CH3:33])[CH2:10][C:9]1=[O:35])[CH3:7]. The yield is 0.940.